From a dataset of Forward reaction prediction with 1.9M reactions from USPTO patents (1976-2016). Predict the product of the given reaction. Given the reactants C1N2C3C(C=NC2=CN=C1)=CC=CC=3C(N)=O.Cl.C1(NCC2CCCCC2N)CC1.[CH:31]1([N:34]2[CH2:43][CH:42]3[CH:37]([CH2:38][CH2:39][CH2:40][CH2:41]3)[N:36]3[C:44](=[O:73])[C:45]4[N:46]([CH:48]=[C:49]([C:61]([NH:63][CH2:64][C:65]5[CH:70]=[CH:69][C:68]([F:71])=[CH:67][C:66]=5[F:72])=[O:62])[C:50](=[O:60])[C:51]=4[O:52]CC4C=CC=CC=4)[CH2:47][CH:35]23)[CH2:33][CH2:32]1, predict the reaction product. The product is: [CH:31]1([N:34]2[CH2:43][CH:42]3[CH:37]([CH2:38][CH2:39][CH2:40][CH2:41]3)[N:36]3[C:44](=[O:73])[C:45]4[N:46]([CH:48]=[C:49]([C:61]([NH:63][CH2:64][C:65]5[CH:70]=[CH:69][C:68]([F:71])=[CH:67][C:66]=5[F:72])=[O:62])[C:50](=[O:60])[C:51]=4[OH:52])[CH2:47][CH:35]23)[CH2:33][CH2:32]1.